Dataset: Peptide-MHC class I binding affinity with 185,985 pairs from IEDB/IMGT. Task: Regression. Given a peptide amino acid sequence and an MHC pseudo amino acid sequence, predict their binding affinity value. This is MHC class I binding data. The binding affinity (normalized) is 0.0847. The MHC is HLA-B57:01 with pseudo-sequence HLA-B57:01. The peptide sequence is GVDGLGVSV.